Task: Regression/Classification. Given a drug SMILES string, predict its absorption, distribution, metabolism, or excretion properties. Task type varies by dataset: regression for continuous measurements (e.g., permeability, clearance, half-life) or binary classification for categorical outcomes (e.g., BBB penetration, CYP inhibition). Dataset: cyp3a4_veith.. Dataset: CYP3A4 inhibition data for predicting drug metabolism from PubChem BioAssay The compound is Cc1cc(N2CCOCC2)ccc1/C=C1\SC(=O)N(C(C)C)C1=O. The result is 0 (non-inhibitor).